From a dataset of Full USPTO retrosynthesis dataset with 1.9M reactions from patents (1976-2016). Predict the reactants needed to synthesize the given product. Given the product [O:3]1[C:8]2[CH:9]=[CH:10][C:11]([C@@H:13]3[O:14][CH:16]=[N:15][C@H:17]3[C:18]([N:20]3[CH2:24][CH2:23][CH2:22][CH2:21]3)=[O:19])=[CH:12][C:7]=2[O:6][CH2:5][CH2:4]1, predict the reactants needed to synthesize it. The reactants are: [OH-].[K+].[O:3]1[C:8]2[CH:9]=[CH:10][C:11]([CH:13]=[O:14])=[CH:12][C:7]=2[O:6][CH2:5][CH2:4]1.[N+:15]([CH2:17][C:18]([N:20]1[CH2:24][CH2:23][CH2:22][CH2:21]1)=[O:19])#[C-:16].